This data is from Catalyst prediction with 721,799 reactions and 888 catalyst types from USPTO. The task is: Predict which catalyst facilitates the given reaction. Reactant: [CH3:1][O:2][C:3]1[N:8]=[C:7]([C:9]#N)[CH:6]=[CH:5][C:4]=1[C:11]1[CH:19]=[C:18]([C:20]([F:23])([F:22])[F:21])[CH:17]=[C:16]2[C:12]=1[CH:13]=[N:14][NH:15]2.[OH-:24].[Na+].Cl.[OH2:27]. Product: [CH3:1][O:2][C:3]1[N:8]=[C:7]([C:9]([OH:27])=[O:24])[CH:6]=[CH:5][C:4]=1[C:11]1[CH:19]=[C:18]([C:20]([F:23])([F:22])[F:21])[CH:17]=[C:16]2[C:12]=1[CH:13]=[N:14][NH:15]2. The catalyst class is: 14.